From a dataset of Reaction yield outcomes from USPTO patents with 853,638 reactions. Predict the reaction yield, written as a fraction of the theoretical maximum amount of product (1.0 means a 100% yield; for example, 0.34 means a 34% yield). (1) The reactants are [NH2:1][C:2]12[C:20](=[O:21])[C:19]3[C:14](=[C:15]([N+:22]([O-:24])=[O:23])[CH:16]=[CH:17][CH:18]=3)[C:3]1([OH:25])[O:4][C:5]1[CH:10]=[C:9]([CH:11]([CH3:13])[CH3:12])[CH:8]=[CH:7][C:6]=12.CN(C=O)C.CN(C(ON1N=NC2C=CC=NC1=2)=[N+](C)C)C.F[P-](F)(F)(F)(F)F.CCN(C(C)C)C(C)C.[O:64]=[C:65]([C:69]1[CH:74]=[C:73]([O:75][CH3:76])[C:72]([O:77][CH3:78])=[C:71]([O:79][CH3:80])[CH:70]=1)[C:66](O)=[O:67]. The catalyst is C(Cl)Cl. The product is [OH:25][C:3]12[C:14]3[C:19](=[CH:18][CH:17]=[CH:16][C:15]=3[N+:22]([O-:24])=[O:23])[C:20](=[O:21])[C:2]1([NH:1][C:66](=[O:67])[C:65](=[O:64])[C:69]1[CH:70]=[C:71]([O:79][CH3:80])[C:72]([O:77][CH3:78])=[C:73]([O:75][CH3:76])[CH:74]=1)[C:6]1[CH:7]=[CH:8][C:9]([CH:11]([CH3:12])[CH3:13])=[CH:10][C:5]=1[O:4]2. The yield is 0.460. (2) The reactants are [CH2:1]([N:3](CC)[CH2:4]C)[CH3:2].Cl[C:9]([O:11][C:12]1[CH:17]=[CH:16][C:15]([N+:18]([O-:20])=[O:19])=[CH:14][CH:13]=1)=[O:10].C(NC)C. The catalyst is CN(C=O)C. The product is [CH2:1]([N:3]([CH3:4])[C:9](=[O:10])[O:11][C:12]1[CH:17]=[CH:16][C:15]([N+:18]([O-:20])=[O:19])=[CH:14][CH:13]=1)[CH3:2]. The yield is 0.760. (3) The yield is 0.750. The catalyst is CO. The reactants are [CH3:1][C:2]1[CH:7]=[CH:6][C:5]([C:8]2[O:9][CH:10]=[N:11][N:12]=2)=[CH:4][C:3]=1[C:13]1[CH:14]=[CH:15][C:16]([NH2:19])=[N:17][CH:18]=1.C(Cl)Cl.[F:23][C:24]1[CH:32]=[CH:31][CH:30]=[C:29]([F:33])[C:25]=1[C:26](Cl)=[O:27]. The product is [F:23][C:24]1[CH:32]=[CH:31][CH:30]=[C:29]([F:33])[C:25]=1[C:26]([NH:19][C:16]1[CH:15]=[CH:14][C:13]([C:3]2[CH:4]=[C:5]([C:8]3[O:9][CH:10]=[N:11][N:12]=3)[CH:6]=[CH:7][C:2]=2[CH3:1])=[CH:18][N:17]=1)=[O:27]. (4) The reactants are [OH:1][C:2]1[C:3]([CH3:12])=[N:4][C:5]2[C:10]([CH:11]=1)=[CH:9][N:8]=[CH:7][CH:6]=2.[CH2:13]([O:20][C:21]1[CH:30]=[C:29]2[C:24]([C:25](Cl)=[CH:26][CH:27]=[N:28]2)=[CH:23][C:22]=1[O:32][CH3:33])[C:14]1[CH:19]=[CH:18][CH:17]=[CH:16][CH:15]=1.O. The catalyst is CN(C)C1C=CN=CC=1.ClC1C=CC=CC=1Cl. The product is [CH2:13]([O:20][C:21]1[CH:30]=[C:29]2[C:24]([C:25]([O:1][C:2]3[C:3]([CH3:12])=[N:4][C:5]4[C:10]([CH:11]=3)=[CH:9][N:8]=[CH:7][CH:6]=4)=[CH:26][CH:27]=[N:28]2)=[CH:23][C:22]=1[O:32][CH3:33])[C:14]1[CH:15]=[CH:16][CH:17]=[CH:18][CH:19]=1. The yield is 0.560. (5) The product is [CH:1]1([CH2:4][O:5][NH:6][C:7]([C:9]2[C:27]([NH:28][C:29]3[CH:34]=[CH:33][C:32]([Br:35])=[CH:31][C:30]=3[CH3:36])=[C:26]([F:37])[C:12]3[N:13]=[CH:14][N:15]([CH2:16][CH2:17][CH2:18][CH2:19][N:20]4[CH2:25][CH2:24][S:23](=[O:44])(=[O:38])[CH2:22][CH2:21]4)[C:11]=3[CH:10]=2)=[O:8])[CH2:3][CH2:2]1. The catalyst is S([O-])([O-])(=O)=S.[Na+].[Na+].C(OCC)(=O)C.[Os](=O)(=O)(=O)=O. The yield is 0.710. The reactants are [CH:1]1([CH2:4][O:5][NH:6][C:7]([C:9]2[C:27]([NH:28][C:29]3[CH:34]=[CH:33][C:32]([Br:35])=[CH:31][C:30]=3[CH3:36])=[C:26]([F:37])[C:12]3[N:13]=[CH:14][N:15]([CH2:16][CH2:17][CH2:18][CH2:19][N:20]4[CH2:25][CH2:24][S:23][CH2:22][CH2:21]4)[C:11]=3[CH:10]=2)=[O:8])[CH2:3][CH2:2]1.[OH2:38].CC(C)=O.C[OH:44].C[N+]1([O-])CCOCC1.